From a dataset of Catalyst prediction with 721,799 reactions and 888 catalyst types from USPTO. Predict which catalyst facilitates the given reaction. Reactant: [Cl:1][C:2]1[C:7]2[C:8](=[O:23])[N:9]([CH2:13][C:14]3[C:15](=[O:22])[NH:16][C:17]([CH3:21])=[CH:18][C:19]=3[CH3:20])[CH2:10][CH2:11][O:12][C:6]=2[CH:5]=[CH:4][C:3]=1[OH:24].[F:25][C:26]([F:40])([F:39])[CH2:27]OS(C1C=CC(C)=CC=1)(=O)=O.C(=O)([O-])[O-].[K+].[K+]. Product: [Cl:1][C:2]1[C:7]2[C:8](=[O:23])[N:9]([CH2:13][C:14]3[C:15](=[O:22])[NH:16][C:17]([CH3:21])=[CH:18][C:19]=3[CH3:20])[CH2:10][CH2:11][O:12][C:6]=2[CH:5]=[CH:4][C:3]=1[O:24][CH2:27][C:26]([F:40])([F:39])[F:25]. The catalyst class is: 3.